Dataset: CYP2C9 inhibition data for predicting drug metabolism from PubChem BioAssay. Task: Regression/Classification. Given a drug SMILES string, predict its absorption, distribution, metabolism, or excretion properties. Task type varies by dataset: regression for continuous measurements (e.g., permeability, clearance, half-life) or binary classification for categorical outcomes (e.g., BBB penetration, CYP inhibition). Dataset: cyp2c9_veith. (1) The drug is CCOc1cc(/C=C2/SC(=O)N(CC(=O)N3CCc4ccccc4C3)C2=O)ccc1OCC(=O)O. The result is 1 (inhibitor). (2) The drug is COc1ccc(C(=O)N2CCC3(CC2)CCN(c2ccccc2)CC3)cc1. The result is 0 (non-inhibitor). (3) The molecule is CN(C)CC[C@@H](C(=O)C(C)(C)C)c1ccccn1. The result is 0 (non-inhibitor). (4) The drug is CC(=O)OC[C@H]1O[C@@H](O/N=C\[C@@H](C)[C@H](OCc2ccccc2)C(C)C)[C@H](OC(C)=O)[C@@H](OC(C)=O)[C@H]1OC(C)=O. The result is 0 (non-inhibitor). (5) The molecule is C/C(=N/NS(=O)(=O)c1ccc(C)cc1)c1cccc(NC(=O)c2cccc(Cl)c2)c1. The result is 1 (inhibitor). (6) The molecule is CS(=O)(=O)O.NC(=Nc1ccccc1)NC(=O)c1nc(Cl)c(N)nc1N. The result is 0 (non-inhibitor). (7) The compound is O=P(O)(CCP(=O)(O)c1ccccc1)c1ccccc1. The result is 0 (non-inhibitor).